This data is from Catalyst prediction with 721,799 reactions and 888 catalyst types from USPTO. The task is: Predict which catalyst facilitates the given reaction. (1) Product: [C:1]([O:4][CH:5]([CH2:15][CH:16]=[C:17]([CH3:32])[CH2:18][CH2:19][CH2:20][CH:21]([CH3:31])[CH2:22][OH:23])[C:6]([CH3:14])=[CH:7][C:8]1[N:9]=[C:10]([CH3:13])[S:11][CH:12]=1)(=[O:3])[CH3:2]. Reactant: [C:1]([O:4][CH:5]([CH2:15][CH:16]=[C:17]([CH3:32])[CH2:18][CH2:19][CH2:20][CH:21]([CH3:31])[CH2:22][O:23][Si](C(C)(C)C)(C)C)[C:6]([CH3:14])=[CH:7][C:8]1[N:9]=[C:10]([CH3:13])[S:11][CH:12]=1)(=[O:3])[CH3:2].CO.CC1(C)C2(CS(O)(=O)=O)C(CC1CC2)=O.C(N(CC)CC)C. The catalyst class is: 2. (2) Reactant: S(C1C=CC(C)=CC=1)(O[CH2:5][CH2:6][O:7][CH2:8][CH2:9][O:10][CH2:11][CH2:12][O:13][CH:14]1[CH2:38][CH2:37][C@@:36]2([CH3:39])[C:16](=[CH:17][CH2:18][C@@H:19]3[C@@H:35]2[CH2:34][CH2:33][C@@:32]2([CH3:40])[C@H:20]3[CH2:21][CH2:22][C@@H:23]2[C@H:24]([CH3:31])[CH2:25][CH2:26][CH2:27][CH:28]([CH3:30])[CH3:29])[CH2:15]1)(=O)=O.[N-:48]=[N+:49]=[N-:50].[Na+]. Product: [CH3:29][CH:28]([CH2:27][CH2:26][CH2:25][C@H:24]([C@@H:23]1[C@:32]2([CH3:40])[C@H:20]([C@H:19]3[C@H:35]([CH2:34][CH2:33]2)[C@:36]2([CH3:39])[C:16]([CH2:15][CH:14]([O:13][CH2:12][CH2:11][O:10][CH2:9][CH2:8][O:7][CH2:6][CH2:5][N:48]=[N+:49]=[N-:50])[CH2:38][CH2:37]2)=[CH:17][CH2:18]3)[CH2:21][CH2:22]1)[CH3:31])[CH3:30]. The catalyst class is: 8.